From a dataset of NCI-60 drug combinations with 297,098 pairs across 59 cell lines. Regression. Given two drug SMILES strings and cell line genomic features, predict the synergy score measuring deviation from expected non-interaction effect. (1) Drug 1: CC(CN1CC(=O)NC(=O)C1)N2CC(=O)NC(=O)C2. Drug 2: CC1=C(C(=O)C2=C(C1=O)N3CC4C(C3(C2COC(=O)N)OC)N4)N. Cell line: MCF7. Synergy scores: CSS=28.5, Synergy_ZIP=-3.44, Synergy_Bliss=2.72, Synergy_Loewe=1.19, Synergy_HSA=7.65. (2) Drug 1: CC1OCC2C(O1)C(C(C(O2)OC3C4COC(=O)C4C(C5=CC6=C(C=C35)OCO6)C7=CC(=C(C(=C7)OC)O)OC)O)O. Drug 2: C1=CC=C(C=C1)NC(=O)CCCCCCC(=O)NO. Cell line: NCI-H226. Synergy scores: CSS=24.9, Synergy_ZIP=4.91, Synergy_Bliss=9.16, Synergy_Loewe=8.03, Synergy_HSA=9.54. (3) Drug 1: CC1=C(C(=CC=C1)Cl)NC(=O)C2=CN=C(S2)NC3=CC(=NC(=N3)C)N4CCN(CC4)CCO. Drug 2: C1CCC(C(C1)N)N.C(=O)(C(=O)[O-])[O-].[Pt+4]. Cell line: HCT116. Synergy scores: CSS=58.8, Synergy_ZIP=5.45, Synergy_Bliss=6.00, Synergy_Loewe=5.20, Synergy_HSA=5.54.